From a dataset of Full USPTO retrosynthesis dataset with 1.9M reactions from patents (1976-2016). Predict the reactants needed to synthesize the given product. (1) Given the product [Br:8][C:5]1[CH:4]=[C:3]2[C:2](=[CH:7][CH:6]=1)[N:1]=[C:25]([CH3:26])[C:24]([S:21]([CH3:20])(=[O:23])=[O:22])=[C:9]2[C:11]1[CH:16]=[C:15]([F:17])[C:14]([F:18])=[CH:13][C:12]=1[F:19], predict the reactants needed to synthesize it. The reactants are: [NH2:1][C:2]1[CH:7]=[CH:6][C:5]([Br:8])=[CH:4][C:3]=1[C:9]([C:11]1[CH:16]=[C:15]([F:17])[C:14]([F:18])=[CH:13][C:12]=1[F:19])=O.[CH3:20][S:21]([CH2:24][C:25](=O)[CH3:26])(=[O:23])=[O:22].[Na]. (2) The reactants are: [OH:1][C@H:2]1[CH2:7][CH2:6][N:5]([C:8]([O:10][C:11]([CH3:14])([CH3:13])[CH3:12])=[O:9])[CH2:4][C@H:3]1[CH3:15].[H-].[Na+].[CH3:18]I. Given the product [CH3:18][O:1][C@H:2]1[CH2:7][CH2:6][N:5]([C:8]([O:10][C:11]([CH3:14])([CH3:13])[CH3:12])=[O:9])[CH2:4][C@H:3]1[CH3:15], predict the reactants needed to synthesize it. (3) Given the product [CH3:12][O:13][C:14]1[CH:15]=[CH:16][C:17]([OH:22])=[C:18]([C:19]2[NH:1][N:2]=[C:3]([C:5]3[C:10]([CH3:11])=[CH:9][CH:8]=[CH:7][N:6]=3)[N:4]=2)[CH:21]=1, predict the reactants needed to synthesize it. The reactants are: [NH2:1][NH:2][C:3]([C:5]1[C:10]([CH3:11])=[CH:9][CH:8]=[CH:7][N:6]=1)=[NH:4].[CH3:12][O:13][C:14]1[CH:15]=[CH:16][C:17]([OH:22])=[C:18]([CH:21]=1)[CH:19]=O. (4) Given the product [N:37]1([CH2:36][CH2:35][O:1][C:2]2[CH:3]=[C:4]3[C:9](=[C:10]([C:12]([NH2:14])=[O:13])[CH:11]=2)[N:8]=[CH:7][N:6]=[C:5]3[NH:15][CH2:16][C:17]2[CH:22]=[CH:21][C:20]([C:23]([F:25])([F:26])[F:24])=[CH:19][CH:18]=2)[CH2:42][CH2:41][O:40][CH2:39][CH2:38]1, predict the reactants needed to synthesize it. The reactants are: [OH:1][C:2]1[CH:3]=[C:4]2[C:9](=[C:10]([C:12]([NH2:14])=[O:13])[CH:11]=1)[N:8]=[CH:7][N:6]=[C:5]2[NH:15][CH2:16][C:17]1[CH:22]=[CH:21][C:20]([C:23]([F:26])([F:25])[F:24])=[CH:19][CH:18]=1.C(=O)([O-])[O-].[Cs+].[Cs+].Cl.Cl[CH2:35][CH2:36][N:37]1[CH2:42][CH2:41][O:40][CH2:39][CH2:38]1. (5) Given the product [CH3:24][N:21]1[CH2:22][CH2:23][N:18]([C:15]2[CH:16]=[CH:17][C:12]([NH:11][C:8]3[N:7]=[CH:6][C:5]4=[CH:4][CH:3]=[C:2]([NH:32][CH2:31][C:30]5[CH:33]=[CH:34][CH:35]=[C:28]([N+:25]([O-:27])=[O:26])[CH:29]=5)[N:10]4[N:9]=3)=[CH:13][CH:14]=2)[CH2:19][CH2:20]1, predict the reactants needed to synthesize it. The reactants are: Br[C:2]1[N:10]2[C:5]([CH:6]=[N:7][C:8]([NH:11][C:12]3[CH:17]=[CH:16][C:15]([N:18]4[CH2:23][CH2:22][N:21]([CH3:24])[CH2:20][CH2:19]4)=[CH:14][CH:13]=3)=[N:9]2)=[CH:4][CH:3]=1.[N+:25]([C:28]1[CH:29]=[C:30]([CH:33]=[CH:34][CH:35]=1)[CH2:31][NH2:32])([O-:27])=[O:26].CC1(C)C2C=CC=C(P(C3C=CC=CC=3)C3C=CC=CC=3)C=2OC2C1=CC=CC=2P(C1C=CC=CC=1)C1C=CC=CC=1.C(=O)([O-])[O-].[Cs+].[Cs+]. (6) Given the product [CH3:16][C:17]1[C:21]([CH2:22][O:23][C:24]2[CH:25]=[CH:26][C:27]([S:30]([N:4]([CH2:3][CH:2]([CH3:15])[CH3:1])[C:5]3[CH:10]=[CH:9][N:8]=[C:7]([C:11]([F:12])([F:14])[F:13])[N:6]=3)(=[O:32])=[O:31])=[CH:28][CH:29]=2)=[C:20]([CH3:34])[O:19][N:18]=1, predict the reactants needed to synthesize it. The reactants are: [CH3:1][CH:2]([CH3:15])[CH2:3][NH:4][C:5]1[CH:10]=[CH:9][N:8]=[C:7]([C:11]([F:14])([F:13])[F:12])[N:6]=1.[CH3:16][C:17]1[C:21]([CH2:22][O:23][C:24]2[CH:29]=[CH:28][C:27]([S:30](Cl)(=[O:32])=[O:31])=[CH:26][CH:25]=2)=[C:20]([CH3:34])[O:19][N:18]=1.C(N=C(N(C)C)N(C)C)(C)(C)C. (7) Given the product [CH3:26][C:27]([CH3:28])([CH:7]([C:1]1[CH:6]=[CH:5][CH:4]=[CH:3][CH:2]=1)[C:9]1[CH:17]=[C:16]2[C:12]([C:13]([C:18]3[CH:19]=[CH:20][CH:21]=[CH:22][CH:23]=3)=[N:14][NH:15]2)=[CH:11][CH:10]=1)[C:35]([O:36][CH3:41])=[O:38], predict the reactants needed to synthesize it. The reactants are: [C:1]1([CH:7]([C:9]2[CH:17]=[C:16]3[C:12]([C:13]([C:18]4[CH:23]=[CH:22][CH:21]=[CH:20][CH:19]=4)=[N:14][NH:15]3)=[CH:11][CH:10]=2)O)[CH:6]=[CH:5][CH:4]=[CH:3][CH:2]=1.CO[C:26](O[Si](C)(C)C)=[C:27](C)[CH3:28].[C:35](=[O:38])(O)[O-:36].[Na+].Cl[CH2:41]Cl. (8) Given the product [Br:1][C:2]1[CH:3]=[CH:4][C:5]2[C:11]3[C:10]([CH2:9][CH2:8][O:7][C:6]=2[CH:17]=1)=[CH:13][NH:14][N:20]=3, predict the reactants needed to synthesize it. The reactants are: [Br:1][C:2]1[CH:3]=[CH:4][C:5]2[C:11](=O)/[C:10](=[CH:13]/[N:14](C)C)/[CH2:9][CH2:8][O:7][C:6]=2[CH:17]=1.Cl.Cl.[NH2:20]N. (9) The reactants are: C(OC(=O)[NH:7][CH2:8][C:9]1[CH:14]=[CH:13][C:12]([O:15][CH2:16][CH2:17][F:18])=[CH:11][C:10]=1[O:19][CH3:20])(C)(C)C.[ClH:22]. Given the product [ClH:22].[F:18][CH2:17][CH2:16][O:15][C:12]1[CH:13]=[CH:14][C:9]([CH2:8][NH2:7])=[C:10]([O:19][CH3:20])[CH:11]=1, predict the reactants needed to synthesize it. (10) Given the product [Cl:1][C:2]1[CH:7]=[C:6]([OH:8])[C:5]([I:20])=[CH:4][C:3]=1[C:9]1[CH:14]=[CH:13][CH:12]=[CH:11][C:10]=1[F:15], predict the reactants needed to synthesize it. The reactants are: [Cl:1][C:2]1[CH:7]=[C:6]([OH:8])[CH:5]=[CH:4][C:3]=1[C:9]1[CH:14]=[CH:13][CH:12]=[CH:11][C:10]=1[F:15].C(O)(=O)C.[I:20]N1C(=O)CCC1=O.S(=O)(=O)(O)O.